Dataset: Catalyst prediction with 721,799 reactions and 888 catalyst types from USPTO. Task: Predict which catalyst facilitates the given reaction. (1) Reactant: [CH2:1]([O:8][C:9]1[CH:14]=[CH:13][CH:12]=[CH:11][C:10]=1[C:15]([C:17]1[CH:22]=[CH:21][CH:20]=[C:19]([C:23]2[CH:28]=[CH:27][CH:26]=[CH:25][CH:24]=2)[N:18]=1)=[CH2:16])[C:2]1[CH:7]=[CH:6][CH:5]=[CH:4][CH:3]=1.[H][H]. Product: [CH2:1]([O:8][C:9]1[CH:14]=[CH:13][CH:12]=[CH:11][C:10]=1[CH:15]([C:17]1[CH:22]=[CH:21][CH:20]=[C:19]([C:23]2[CH:28]=[CH:27][CH:26]=[CH:25][CH:24]=2)[N:18]=1)[CH3:16])[C:2]1[CH:3]=[CH:4][CH:5]=[CH:6][CH:7]=1. The catalyst class is: 63. (2) Reactant: C(N(CC)CC)C.CN([P+](ON1N=NC2C=CC=CC1=2)(N(C)C)N(C)C)C.F[P-](F)(F)(F)(F)F.[NH2:35][C:36]1[N:44]=[CH:43][CH:42]=[CH:41][C:37]=1[C:38]([OH:40])=O.Cl.[OH:46][C:47]1[CH:54]=[CH:53][C:50]([CH2:51][NH2:52])=[CH:49][CH:48]=1. Product: [OH:46][C:47]1[CH:54]=[CH:53][C:50]([CH2:51][NH:52][C:38](=[O:40])[C:37]2[CH:41]=[CH:42][CH:43]=[N:44][C:36]=2[NH2:35])=[CH:49][CH:48]=1. The catalyst class is: 136. (3) Reactant: [F:1][C:2]([F:32])([F:31])[C:3]1[CH:4]=[C:5]([CH:28]=[CH:29][CH:30]=1)[C:6]([NH:8][C:9]1[CH:10]=[C:11]([CH:25]=[CH:26][CH:27]=1)[O:12][C:13]1[CH:14]=[CH:15][C:16]2[N:17]([CH:19]=[C:20](C(O)=O)[N:21]=2)[N:18]=1)=[O:7].C1(P(N=[N+]=[N-])(C2C=CC=CC=2)=[O:40])C=CC=CC=1.C([N:52]([CH2:55]C)CC)C.[C:57]([OH:61])([CH3:60])([CH3:59])[CH3:58]. Product: [C:57]([O:61][C:55](=[O:40])[NH:52][C:20]1[N:21]=[C:16]2[CH:15]=[CH:14][C:13]([O:12][C:11]3[CH:25]=[CH:26][CH:27]=[C:9]([NH:8][C:6](=[O:7])[C:5]4[CH:28]=[CH:29][CH:30]=[C:3]([C:2]([F:32])([F:31])[F:1])[CH:4]=4)[CH:10]=3)=[N:18][N:17]2[CH:19]=1)([CH3:60])([CH3:59])[CH3:58]. The catalyst class is: 13.